Predict the product of the given reaction. From a dataset of Forward reaction prediction with 1.9M reactions from USPTO patents (1976-2016). (1) Given the reactants [CH2:1]([N:3]([C:23]1[CH:28]=[C:27]([O:29]C)[CH:26]=[CH:25][C:24]=1[CH:31]1[CH2:40][CH2:39][C:38]2[C:33](=[CH:34][CH:35]=[C:36]([O:41]C)[CH:37]=2)[CH2:32]1)[C:4](=O)[C:5]1[CH:10]=[CH:9][C:8]([O:11][CH:12]2[CH2:18][CH:17]3[N:19]([CH3:20])[CH:14]([CH2:15][CH2:16]3)[CH2:13]2)=[C:7]([F:21])[CH:6]=1)[CH3:2].C(N(CC1C=CC(OC2CC3N(C)C(CC3)C2)=C(F)C=1)C1C=C(OC)C=CC=1C1CCC2C(=CC=C(OC)C=2)C1)C, predict the reaction product. The product is: [CH2:1]([N:3]([CH2:4][C:5]1[CH:10]=[CH:9][C:8]([O:11][CH:12]2[CH2:13][CH:14]3[N:19]([CH3:20])[CH:17]([CH2:16][CH2:15]3)[CH2:18]2)=[C:7]([F:21])[CH:6]=1)[C:23]1[CH:28]=[C:27]([OH:29])[CH:26]=[CH:25][C:24]=1[CH:31]1[CH2:40][CH2:39][C:38]2[CH:37]=[C:36]([OH:41])[CH:35]=[CH:34][C:33]=2[CH2:32]1)[CH3:2]. (2) Given the reactants [C:1]([O:7][CH2:8][CH3:9])(=[O:6])[CH2:2][C:3]([CH3:5])=[O:4].CO[CH:12]([N:15]([CH3:17])[CH3:16])OC, predict the reaction product. The product is: [CH2:8]([O:7][C:1](=[O:6])[C:2](=[CH:12][N:15]([CH3:17])[CH3:16])[C:3](=[O:4])[CH3:5])[CH3:9]. (3) Given the reactants [CH3:1][O:2][C:3]1[CH:4]=[C:5]2[C:9](=[CH:10][C:11]=1[O:12][CH3:13])[NH:8][C:7]1[N:14]=[CH:15][N:16]=[C:17]([N:18]3[CH2:23][CH2:22][NH:21][CH2:20][CH2:19]3)[C:6]2=1.N1C=CC=CC=1.[Cl-].[N:31]1[CH:36]=[CH:35][CH:34]=[N:33][C:32]=1[NH:37][S:38]([C:41]1[CH:46]=[CH:45][C:44]([NH:47][CH:48]=[S:49])=[CH:43][CH:42]=1)(=[O:40])=[O:39].CO, predict the reaction product. The product is: [N:31]1[CH:36]=[CH:35][CH:34]=[N:33][C:32]=1[NH:37][S:38]([C:41]1[CH:46]=[CH:45][C:44]([NH:47][C:48]([N:21]2[CH2:20][CH2:19][N:18]([C:17]3[C:6]4[C:5]5[C:9](=[CH:10][C:11]([O:12][CH3:13])=[C:3]([O:2][CH3:1])[CH:4]=5)[NH:8][C:7]=4[N:14]=[CH:15][N:16]=3)[CH2:23][CH2:22]2)=[S:49])=[CH:43][CH:42]=1)(=[O:40])=[O:39]. (4) Given the reactants [N:1]1([C:6]2[N:11]=[CH:10][C:9]([C:12](=[O:14])[CH3:13])=[CH:8][CH:7]=2)[CH:5]=[N:4][CH:3]=[N:2]1.[Cl:15][C:16]1[CH:17]=[C:18]([C:23](=[O:28])[C:24]([F:27])([F:26])[F:25])[CH:19]=[C:20]([Cl:22])[CH:21]=1.C(N(CCCC)CCCC)CCC, predict the reaction product. The product is: [N:1]1([C:6]2[N:11]=[CH:10][C:9]([C:12](=[O:14])[CH2:13][C:23]([C:18]3[CH:19]=[C:20]([Cl:22])[CH:21]=[C:16]([Cl:15])[CH:17]=3)([OH:28])[C:24]([F:27])([F:26])[F:25])=[CH:8][CH:7]=2)[CH:5]=[N:4][CH:3]=[N:2]1. (5) Given the reactants [CH3:1][N:2]([CH2:4][C:5]1[C:13]2[O:12][N:11]=[C:10]([CH2:14][CH2:15][CH:16]3[CH2:21][CH2:20][N:19]([CH2:22][C:23]4[CH:28]=[CH:27][CH:26]=[CH:25][CH:24]=4)[CH2:18][CH2:17]3)[C:9]=2[CH:8]=[CH:7][C:6]=1[O:29][CH:30]1[CH2:35][CH2:34][CH2:33][CH:32]=[CH:31]1)[CH3:3].[C:36]([OH:43])(=[O:42])/[CH:37]=[CH:38]/[C:39]([OH:41])=[O:40], predict the reaction product. The product is: [C:36]([OH:43])(=[O:42])/[CH:37]=[CH:38]/[C:39]([OH:41])=[O:40].[C:36]([OH:43])(=[O:42])/[CH:37]=[CH:38]/[C:39]([OH:41])=[O:40].[CH3:1][N:2]([CH2:4][C:5]1[C:13]2[O:12][N:11]=[C:10]([CH2:14][CH2:15][CH:16]3[CH2:17][CH2:18][N:19]([CH2:22][C:23]4[CH:28]=[CH:27][CH:26]=[CH:25][CH:24]=4)[CH2:20][CH2:21]3)[C:9]=2[CH:8]=[CH:7][C:6]=1[O:29][CH:30]1[CH2:35][CH2:34][CH2:33][CH:32]=[CH:31]1)[CH3:3]. (6) Given the reactants [NH2:1][CH2:2][C:3]1[N:4]=[C:5]([NH:8][C:9]([NH:11][C:12]2[CH:17]=[CH:16][C:15]([CH3:18])=[CH:14][C:13]=2[C:19]([CH:21]2[CH2:25][CH2:24][CH2:23][CH2:22]2)=[O:20])=[O:10])[S:6][CH:7]=1.[C:26](Cl)(=[O:28])[CH3:27], predict the reaction product. The product is: [CH:21]1([C:19]([C:13]2[CH:14]=[C:15]([CH3:18])[CH:16]=[CH:17][C:12]=2[NH:11][C:9](=[O:10])[NH:8][C:5]2[S:6][CH:7]=[C:3]([CH2:2][NH:1][C:26](=[O:28])[CH3:27])[N:4]=2)=[O:20])[CH2:25][CH2:24][CH2:23][CH2:22]1.